The task is: Predict which catalyst facilitates the given reaction.. This data is from Catalyst prediction with 721,799 reactions and 888 catalyst types from USPTO. (1) Reactant: [C:1]([O:5][C:6]([N:8]1[CH2:14][CH2:13][CH2:12][N:11]([C:15]2[NH:19][C:18]3[CH:20]=[CH:21][CH:22]=[CH:23][C:17]=3[N:16]=2)[CH2:10][CH2:9]1)=[O:7])([CH3:4])([CH3:3])[CH3:2].O1CCCC1.[H-].[Na+].I[CH2:32][CH2:33][CH2:34][C:35]([F:38])([F:37])[F:36]. Product: [C:1]([O:5][C:6]([N:8]1[CH2:14][CH2:13][CH2:12][N:11]([C:15]2[N:16]([CH2:32][CH2:33][CH2:34][C:35]([F:38])([F:37])[F:36])[C:17]3[CH:23]=[CH:22][CH:21]=[CH:20][C:18]=3[N:19]=2)[CH2:10][CH2:9]1)=[O:7])([CH3:4])([CH3:2])[CH3:3]. The catalyst class is: 9. (2) Reactant: [CH2:1]([S:8]([NH:11][C:12]([CH:14]1[CH2:17][N:16]([C:18]2[C:28]([C:29]#[N:30])=[CH:27][C:21]([C:22]([O:24][CH2:25][CH3:26])=[O:23])=[C:20]([CH2:31]Cl)[N:19]=2)[CH2:15]1)=[O:13])(=[O:10])=[O:9])[C:2]1[CH:7]=[CH:6][CH:5]=[CH:4][CH:3]=1.[I-].[Na+].[CH3:35][NH:36][CH3:37]. Product: [CH2:1]([S:8]([NH:11][C:12]([CH:14]1[CH2:17][N:16]([C:18]2[C:28]([C:29]#[N:30])=[CH:27][C:21]([C:22]([O:24][CH2:25][CH3:26])=[O:23])=[C:20]([CH2:31][N:36]([CH3:37])[CH3:35])[N:19]=2)[CH2:15]1)=[O:13])(=[O:10])=[O:9])[C:2]1[CH:7]=[CH:6][CH:5]=[CH:4][CH:3]=1. The catalyst class is: 14. (3) Reactant: [F:1][C:2]1[CH:7]=[CH:6][C:5]([C:8]2[C:9]([CH2:24][CH2:25][CH2:26][CH2:27][C:28]([O:30][C:31]([CH3:34])([CH3:33])[CH3:32])=[O:29])=[N:10][C:11]3[C:16]([N:17]=2)=[CH:15][CH:14]=[C:13]([C:18](=[O:23])N(OC)C)[CH:12]=3)=[CH:4][CH:3]=1.[CH:35]1([Mg]Br)[CH2:37][CH2:36]1. Product: [CH:35]1([C:18]([C:13]2[CH:12]=[C:11]3[C:16]([N:17]=[C:8]([C:5]4[CH:6]=[CH:7][C:2]([F:1])=[CH:3][CH:4]=4)[C:9]([CH2:24][CH2:25][CH2:26][CH2:27][C:28]([O:30][C:31]([CH3:34])([CH3:33])[CH3:32])=[O:29])=[N:10]3)=[CH:15][CH:14]=2)=[O:23])[CH2:37][CH2:36]1. The catalyst class is: 1. (4) Reactant: [Br:1][C:2]1[C:3](=[O:29])[N:4]([C:20]2[CH:21]=[C:22]([CH:26]=[CH:27][CH:28]=2)[C:23]([NH2:25])=[O:24])[C:5]([CH2:18][OH:19])=[CH:6][C:7]=1[O:8][CH2:9][C:10]1[CH:15]=[CH:14][C:13]([F:16])=[CH:12][C:11]=1[F:17].ClC(Cl)(Cl)[C:32](Cl)=[O:33].[NH4+:37].[OH-]. Product: [C:32](=[O:33])([O:19][CH2:18][C:5]1[N:4]([C:20]2[CH:28]=[CH:27][CH:26]=[C:22]([C:23]([NH2:25])=[O:24])[CH:21]=2)[C:3](=[O:29])[C:2]([Br:1])=[C:7]([O:8][CH2:9][C:10]2[CH:15]=[CH:14][C:13]([F:16])=[CH:12][C:11]=2[F:17])[CH:6]=1)[NH2:37]. The catalyst class is: 30. (5) Reactant: [Cl:1][C:2]1[CH:3]=[C:4](/[CH:8]=[CH:9]\[CH2:10][CH2:11][NH2:12])[CH:5]=[CH:6][CH:7]=1.[H][H]. Product: [Cl:1][C:2]1[CH:3]=[C:4]([CH2:8][CH2:9][CH2:10][CH2:11][NH2:12])[CH:5]=[CH:6][CH:7]=1. The catalyst class is: 603. (6) Reactant: C([Li])CCC.[CH3:6][Si:7]([C:10]#[CH:11])([CH3:9])[CH3:8].[F:12][C:13]([F:39])([F:38])[C:14]1[CH:15]=[C:16]([CH:31]=[C:32]([C:34]([F:37])([F:36])[F:35])[CH:33]=1)[CH2:17][N:18]1[C:22]([C:23]2[CH:28]=[CH:27][CH:26]=[CH:25][CH:24]=2)=[C:21]([CH:29]=[O:30])[N:20]=[N:19]1.[NH4+].[Cl-]. Product: [F:39][C:13]([F:12])([F:38])[C:14]1[CH:15]=[C:16]([CH:31]=[C:32]([C:34]([F:37])([F:36])[F:35])[CH:33]=1)[CH2:17][N:18]1[C:22]([C:23]2[CH:24]=[CH:25][CH:26]=[CH:27][CH:28]=2)=[C:21]([CH:29]([OH:30])[C:11]#[C:10][Si:7]([CH3:9])([CH3:8])[CH3:6])[N:20]=[N:19]1. The catalyst class is: 76. (7) Product: [CH3:17][C:18]1[C:22]2[C:2]([C:3]([O:5][CH2:6][CH3:7])=[O:4])=[CH:8][C:9]([C:10]3[CH:15]=[CH:14][N:13]=[CH:12][CH:11]=3)=[N:23][C:21]=2[N:20]([CH:24]([CH3:26])[CH3:25])[N:19]=1. Reactant: O=[C:2]([CH2:8][C:9](=O)[C:10]1[CH:15]=[CH:14][N:13]=[CH:12][CH:11]=1)[C:3]([O:5][CH2:6][CH3:7])=[O:4].[CH3:17][C:18]1[CH:22]=[C:21]([NH2:23])[N:20]([CH:24]([CH3:26])[CH3:25])[N:19]=1. The catalyst class is: 48. (8) Reactant: [CH:1]1([NH:4][C:5](=[O:30])[C:6]2[CH:11]=[CH:10][C:9]([CH3:12])=[C:8]([NH:13][C:14](=[O:29])[C:15]3[CH:20]=[CH:19][C:18]([O:21][CH2:22][C:23]4[CH:28]=[CH:27][CH:26]=[CH:25][N:24]=4)=[CH:17][CH:16]=3)[CH:7]=2)[CH2:3][CH2:2]1.ClC1C=CC=C(C(OO)=[O:39])C=1. Product: [CH:1]1([NH:4][C:5](=[O:30])[C:6]2[CH:11]=[CH:10][C:9]([CH3:12])=[C:8]([NH:13][C:14](=[O:29])[C:15]3[CH:20]=[CH:19][C:18]([O:21][CH2:22][C:23]4[CH:28]=[CH:27][CH:26]=[CH:25][N+:24]=4[O-:39])=[CH:17][CH:16]=3)[CH:7]=2)[CH2:2][CH2:3]1. The catalyst class is: 4. (9) Reactant: [Cl:1][C:2]1[CH:7]=[CH:6][N:5]=[C:4]([CH2:8][NH:9][C:10]2[O:11][C:12]3[C:18]([O:19][CH3:20])=[CH:17][C:16]([C:21]([O:23]C)=[O:22])=[CH:15][C:13]=3[N:14]=2)[CH:3]=1.[OH-].[Na+]. Product: [Cl:1][C:2]1[CH:7]=[CH:6][N:5]=[C:4]([CH2:8][NH:9][C:10]2[O:11][C:12]3[C:18]([O:19][CH3:20])=[CH:17][C:16]([C:21]([OH:23])=[O:22])=[CH:15][C:13]=3[N:14]=2)[CH:3]=1. The catalyst class is: 12.